This data is from Peptide-MHC class I binding affinity with 185,985 pairs from IEDB/IMGT. The task is: Regression. Given a peptide amino acid sequence and an MHC pseudo amino acid sequence, predict their binding affinity value. This is MHC class I binding data. (1) The peptide sequence is IYVLVMLVL. The MHC is HLA-A02:02 with pseudo-sequence HLA-A02:02. The binding affinity (normalized) is 0.0836. (2) The peptide sequence is EFIDGISLGL. The MHC is HLA-A26:01 with pseudo-sequence HLA-A26:01. The binding affinity (normalized) is 0.218. (3) The binding affinity (normalized) is 0.0847. The peptide sequence is APVESMALF. The MHC is HLA-A02:16 with pseudo-sequence HLA-A02:16. (4) The peptide sequence is SGPSNTYPEI. The MHC is Patr-A0701 with pseudo-sequence Patr-A0701. The binding affinity (normalized) is 0.0391.